Dataset: Reaction yield outcomes from USPTO patents with 853,638 reactions. Task: Predict the reaction yield, written as a fraction of the theoretical maximum amount of product (1.0 means a 100% yield; for example, 0.34 means a 34% yield). (1) The reactants are C(OC(=O)[NH:7][C@H:8]([C:11]1[N:20]([C:21]2[CH:26]=[CH:25][CH:24]=[CH:23][CH:22]=2)[C:19](=[O:27])[C:18]2[C:13](=[CH:14][CH:15]=[CH:16][C:17]=2[F:28])[N:12]=1)[CH2:9][CH3:10])(C)(C)C.FC(F)(F)C(O)=O. The catalyst is ClCCl. The product is [NH2:7][C@H:8]([C:11]1[N:20]([C:21]2[CH:22]=[CH:23][CH:24]=[CH:25][CH:26]=2)[C:19](=[O:27])[C:18]2[C:13](=[CH:14][CH:15]=[CH:16][C:17]=2[F:28])[N:12]=1)[CH2:9][CH3:10]. The yield is 0.880. (2) The yield is 0.410. The catalyst is CN(C=O)C.O. The product is [C:15]([N:14]1[C:11]2[CH:12]=[CH:13][C:8]([C:5]3[CH:4]=[N:3][C:2]([NH2:1])=[N:7][CH:6]=3)=[CH:9][C:10]=2[N:19]=[C:32]1[C:31]1[CH:34]=[C:27]([C:24]2[CH:23]=[N:22][N:21]([CH3:20])[C:25]=2[CH3:26])[CH:28]=[CH:29][C:30]=1[N:35]1[CH:39]=[N:38][CH:37]=[N:36]1)([CH3:16])([CH3:18])[CH3:17]. The reactants are [NH2:1][C:2]1[N:7]=[CH:6][C:5]([C:8]2[CH:9]=[C:10]([NH2:19])[C:11]([NH:14][C:15]([CH3:18])([CH3:17])[CH3:16])=[CH:12][CH:13]=2)=[CH:4][N:3]=1.[CH3:20][N:21]1[C:25]([CH3:26])=[C:24]([C:27]2[CH:28]=[CH:29][C:30]([N:35]3[CH:39]=[N:38][CH:37]=[N:36]3)=[C:31]([CH:34]=2)[CH:32]=O)[CH:23]=[N:22]1.OOS([O-])=O.[K+].S([O-])([O-])(=O)=S.[Na+].[Na+]. (3) The reactants are O1CCCCC1[N:7]1[C:19]2[CH:18]=[C:17](O)[CH:16]=[CH:15][C:14]=2[C:13]2[C:8]1=[CH:9][CH:10]=[CH:11][CH:12]=2.BrC1C=C(N2C(C)=CC(C)=N2)C=CC=1.C(=O)([O-])[O-].[Cs+].[Cs+].CN(C)CC(O)=O. The catalyst is [Cu]I.C(OCC)(=O)C.O.O1CCOCC1. The product is [CH:9]1[C:8]2[NH:7][C:19]3[C:14](=[CH:15][CH:16]=[CH:17][CH:18]=3)[C:13]=2[CH:12]=[CH:11][CH:10]=1. The yield is 0.790. (4) No catalyst specified. The yield is 0.950. The product is [Cl:22][C:9]1[C:10]2[C:5](=[CH:4][C:3]([O:2][CH3:1])=[CH:12][CH:11]=2)[CH:6]=[C:7]([N:14]2[CH2:19][CH2:18][O:17][CH2:16][CH2:15]2)[N:8]=1. The reactants are [CH3:1][O:2][C:3]1[CH:4]=[C:5]2[C:10](=[CH:11][CH:12]=1)[C:9](O)=[N:8][C:7]([N:14]1[CH2:19][CH2:18][O:17][CH2:16][CH2:15]1)=[CH:6]2.O=P(Cl)(Cl)[Cl:22].